From a dataset of Catalyst prediction with 721,799 reactions and 888 catalyst types from USPTO. Predict which catalyst facilitates the given reaction. (1) Reactant: [Cl:1][C:2]1[N:6]2[CH:7]=[C:8]([C:15]3[CH:19]=[CH:18][O:17][CH:16]=3)[CH:9]=[C:10]([C:11]([F:14])([F:13])[F:12])[C:5]2=[N:4][C:3]=1[C:20]([OH:22])=O.[CH3:23][C:24]1([CH3:36])[O:28][C:27](=[O:29])[N:26]([CH:30]2[CH2:35][CH2:34][NH:33][CH2:32][CH2:31]2)[CH2:25]1.CCN(C(C)C)C(C)C.CN(C(ON1N=NC2C=CC=NC1=2)=[N+](C)C)C.F[P-](F)(F)(F)(F)F. Product: [Cl:1][C:2]1[N:6]2[CH:7]=[C:8]([C:15]3[CH:19]=[CH:18][O:17][CH:16]=3)[CH:9]=[C:10]([C:11]([F:13])([F:12])[F:14])[C:5]2=[N:4][C:3]=1[C:20]([N:33]1[CH2:32][CH2:31][CH:30]([N:26]2[CH2:25][C:24]([CH3:23])([CH3:36])[O:28][C:27]2=[O:29])[CH2:35][CH2:34]1)=[O:22]. The catalyst class is: 3. (2) Reactant: [CH3:1][O:2][C:3]1[CH:4]=[C:5]2[C:10](=[CH:11][C:12]=1[O:13][CH3:14])[N:9]=[CH:8][CH:7]=[C:6]2[O:15][C:16]1[CH:26]=[CH:25][C:19]([O:20][CH2:21][C:22](O)=[O:23])=[CH:18][CH:17]=1.CCN=C=NCCCN(C)C.Cl.C1C=CC2N(O)N=NC=2C=1.[NH2:49][C:50]1[CH:55]=[CH:54][C:53]([CH3:56])=[CH:52][CH:51]=1.C(=O)([O-])O.[Na+]. Product: [CH3:56][C:53]1[CH:54]=[CH:55][C:50]([NH:49][C:22](=[O:23])[CH2:21][O:20][C:19]2[CH:25]=[CH:26][C:16]([O:15][C:6]3[C:5]4[C:10](=[CH:11][C:12]([O:13][CH3:14])=[C:3]([O:2][CH3:1])[CH:4]=4)[N:9]=[CH:8][CH:7]=3)=[CH:17][CH:18]=2)=[CH:51][CH:52]=1. The catalyst class is: 146.